This data is from Catalyst prediction with 721,799 reactions and 888 catalyst types from USPTO. The task is: Predict which catalyst facilitates the given reaction. (1) Reactant: [O:1]([C:8]1[CH:13]=[CH:12][C:11](O)=[CH:10][CH:9]=1)[C:2]1[CH:7]=[CH:6][CH:5]=[CH:4][CH:3]=1.[Cl:15][C:16]1C=C([C@H](O)CC)C=CC=1.[C:39]1(P([C:39]2[CH:44]=[CH:43][CH:42]=[CH:41][CH:40]=2)[C:39]2[CH:44]=[CH:43][CH:42]=[CH:41][CH:40]=2)[CH:44]=[CH:43][CH:42]=[CH:41][CH:40]=1.N(C([O:54][CH2:55][CH3:56])=O)=NC(OCC)=O. Product: [Cl:15][CH2:16][CH2:56][C@H:55]([O:54][C:2]1([O:1][C:8]2[CH:13]=[CH:12][CH:11]=[CH:10][CH:9]=2)[CH:7]=[CH:6][CH:5]=[CH:4][CH2:3]1)[C:39]1[CH:40]=[CH:41][CH:42]=[CH:43][CH:44]=1. The catalyst class is: 1. (2) Reactant: C(Cl)Cl.[Cl:4][C:5]1[C:6]([CH:12]([S:21]([C:24]2[CH:29]=[CH:28][C:27]([Cl:30])=[CH:26][CH:25]=2)(=[O:23])=[O:22])[C:13]2[CH:18]=[C:17]([F:19])[CH:16]=[CH:15][C:14]=2[F:20])=[CH:7][C:8]([NH2:11])=[N:9][CH:10]=1.N1C=CC=CC=1.OS(C(F)(F)F)(=O)=O.[N:45]1[CH:50]=[CH:49][C:48]([CH2:51][S:52](Cl)(=[O:54])=[O:53])=[CH:47][CH:46]=1. Product: [Cl:4][C:5]1[C:6]([CH:12]([S:21]([C:24]2[CH:29]=[CH:28][C:27]([Cl:30])=[CH:26][CH:25]=2)(=[O:23])=[O:22])[C:13]2[CH:18]=[C:17]([F:19])[CH:16]=[CH:15][C:14]=2[F:20])=[CH:7][C:8]([NH:11][S:52]([CH2:51][C:48]2[CH:49]=[CH:50][N:45]=[CH:46][CH:47]=2)(=[O:54])=[O:53])=[N:9][CH:10]=1. The catalyst class is: 370. (3) Reactant: FC(F)(F)C(O)=O.NCCC1CCN([C:17]2[C:18]3[S:25][C:24]([C:26]([NH2:28])=[O:27])=[CH:23][C:19]=3[N:20]=[CH:21][N:22]=2)CC1.C([O-])([O-])=O.[Na+].[Na+].C(SCC)(=S)C. Product: [N:20]1[C:19]2[CH:23]=[C:24]([C:26]([NH2:28])=[O:27])[S:25][C:18]=2[CH:17]=[N:22][CH:21]=1. The catalyst class is: 88. (4) Reactant: [N:1]1[CH:6]=[CH:5][CH:4]=[CH:3][C:2]=1[N:7]1[CH2:12][CH2:11][N:10]([CH2:13][C:14]2[NH:18][C:17]3[CH:19]=[CH:20][CH:21]=[CH:22][C:16]=3[N:15]=2)[CH2:9][CH2:8]1.[C:23]([OH:32])(=[O:31])[CH:24]([CH:26]([C:28]([OH:30])=[O:29])[OH:27])[OH:25]. Product: [C:28]([C@@H:26]([C@H:24]([C:23]([OH:32])=[O:31])[OH:25])[OH:27])([OH:30])=[O:29].[C:28]([C@@H:26]([C@H:24]([C:23]([OH:32])=[O:31])[OH:25])[OH:27])([OH:30])=[O:29].[N:1]1[CH:6]=[CH:5][CH:4]=[CH:3][C:2]=1[N:7]1[CH2:8][CH2:9][N:10]([CH2:13][C:14]2[NH:15][C:16]3[CH:22]=[CH:21][CH:20]=[CH:19][C:17]=3[N:18]=2)[CH2:11][CH2:12]1. The catalyst class is: 24. (5) Reactant: [C:1](Cl)(Cl)=[O:2].N1C=CC=CC=1.[CH3:11][N:12]1[CH2:16][CH2:15][NH:14][C:13]1=[O:17].[CH3:18][N:19]1[CH:23]=[C:22]([C:24]2[CH:29]=[C:28]([O:30][C:31]3[CH:32]=[CH:33][C:34]([NH2:37])=[N:35][CH:36]=3)[CH:27]=[CH:26][N:25]=2)[CH:21]=[N:20]1. Product: [CH3:11][N:12]1[CH2:16][CH2:15][N:14]([C:13]([NH:37][C:34]2[CH:33]=[CH:32][C:31]([O:30][C:28]3[CH:27]=[CH:26][N:25]=[C:24]([C:22]4[CH:21]=[N:20][N:19]([CH3:18])[CH:23]=4)[CH:29]=3)=[CH:36][N:35]=2)=[O:17])[C:1]1=[O:2]. The catalyst class is: 2. (6) Reactant: [F:1][C:2]1[CH:3]=[CH:4][CH:5]=[C:6]2[C:10]=1[NH:9][CH:8]=[C:7]2[CH2:11]N(C)C.[CH2:15]([O:17][C:18](=[O:28])[CH:19]([NH:25][CH:26]=[O:27])[C:20]([O:22][CH2:23][CH3:24])=[O:21])[CH3:16].[OH-].[Na+]. Product: [CH2:23]([O:22][C:20](=[O:21])[C:19]([CH2:11][C:7]1[C:6]2[C:10](=[C:2]([F:1])[CH:3]=[CH:4][CH:5]=2)[NH:9][CH:8]=1)([NH:25][CH:26]=[O:27])[C:18]([O:17][CH2:15][CH3:16])=[O:28])[CH3:24]. The catalyst class is: 11. (7) Reactant: [C:1]([O:5][C:6](=[O:25])[NH:7][C:8]1([C:23]#[N:24])[CH2:13][CH2:12][CH:11]([CH2:14][O:15][Si:16]([C:19]([CH3:22])([CH3:21])[CH3:20])([CH3:18])[CH3:17])[CH2:10][CH2:9]1)([CH3:4])([CH3:3])[CH3:2].[NH2:26][OH:27]. Product: [C:1]([O:5][C:6](=[O:25])[NH:7][C:8]1([C:23](=[N:26][OH:27])[NH2:24])[CH2:13][CH2:12][CH:11]([CH2:14][O:15][Si:16]([C:19]([CH3:22])([CH3:21])[CH3:20])([CH3:17])[CH3:18])[CH2:10][CH2:9]1)([CH3:4])([CH3:2])[CH3:3]. The catalyst class is: 5. (8) Reactant: [NH2:1][NH2:2].O[C:4]1[C:5]([OH:10])=[N:6][CH:7]=[CH:8][CH:9]=1. Product: [NH:1]([C:9]1[CH:8]=[CH:7][NH:6][C:5](=[O:10])[CH:4]=1)[NH2:2]. The catalyst class is: 57. (9) Reactant: [F:1][C:2]1[CH:7]=[CH:6][CH:5]=[CH:4][C:3]=1[N:8]1[C:16]2[C:11](=[C:12]([N:17]3[CH2:21][CH2:20][NH:19][C:18]3=[O:22])[CH:13]=[CH:14][CH:15]=2)[CH:10]=[N:9]1.C(N(CC)CC)C.Cl[C:31]([O:33][CH:34]([CH3:36])[CH3:35])=[O:32]. The catalyst class is: 10. Product: [F:1][C:2]1[CH:7]=[CH:6][CH:5]=[CH:4][C:3]=1[N:8]1[C:16]2[C:11](=[C:12]([N:17]3[CH2:21][CH2:20][N:19]([C:31]([O:33][CH:34]([CH3:36])[CH3:35])=[O:32])[C:18]3=[O:22])[CH:13]=[CH:14][CH:15]=2)[CH:10]=[N:9]1.